Dataset: Full USPTO retrosynthesis dataset with 1.9M reactions from patents (1976-2016). Task: Predict the reactants needed to synthesize the given product. (1) Given the product [NH2:8][C:6]1[CH:5]=[C:4]([F:11])[C:3]([N:12]2[CH2:13][CH2:14][N:15]([C:18]3[NH:19][C:20](=[O:28])[C:21]4[CH:26]=[N:25][N:24]([CH3:27])[C:22]=4[N:23]=3)[CH2:16][CH2:17]2)=[C:2]([F:1])[CH:7]=1, predict the reactants needed to synthesize it. The reactants are: [F:1][C:2]1[CH:7]=[C:6]([N+:8]([O-])=O)[CH:5]=[C:4]([F:11])[C:3]=1[N:12]1[CH2:17][CH2:16][N:15]([C:18]2[NH:19][C:20](=[O:28])[C:21]3[CH:26]=[N:25][N:24]([CH3:27])[C:22]=3[N:23]=2)[CH2:14][CH2:13]1. (2) Given the product [F:25][C:23]1[CH:22]=[C:21]([F:26])[CH:20]=[C:19]2[C:24]=1[C:15]([NH:14][C:3]1[CH:4]=[C:5]([N:8]3[CH2:13][CH2:12][O:11][CH2:10][CH2:9]3)[N:6]=[CH:7][C:2]=1[C:42]1[CH:47]=[CH:46][C:45]([NH:48][C:49]([NH2:51])=[O:50])=[CH:44][CH:43]=1)=[C:16]([CH3:33])[C:17]([C:27]1[CH:32]=[CH:31][CH:30]=[CH:29][N:28]=1)=[N:18]2, predict the reactants needed to synthesize it. The reactants are: Br[C:2]1[C:3]([NH:14][C:15]2[C:24]3[C:19](=[CH:20][C:21]([F:26])=[CH:22][C:23]=3[F:25])[N:18]=[C:17]([C:27]3[CH:32]=[CH:31][CH:30]=[CH:29][N:28]=3)[C:16]=2[CH3:33])=[CH:4][C:5]([N:8]2[CH2:13][CH2:12][O:11][CH2:10][CH2:9]2)=[N:6][CH:7]=1.CC1(C)C(C)(C)OB([C:42]2[CH:47]=[CH:46][C:45]([NH:48][C:49]([NH2:51])=[O:50])=[CH:44][CH:43]=2)O1.C1(P(C2CCCCC2)C2CCCCC2)CCCCC1.[O-]P([O-])([O-])=O.[K+].[K+].[K+]. (3) Given the product [NH2:17][C:18]1[NH:23][C:22]2[NH:24][CH:3]=[C:2]([CH2:5][CH2:6][C:7]3[CH:12]=[CH:11][C:10]([C:13]([O:15][CH3:16])=[O:14])=[CH:9][CH:8]=3)[C:21]=2[C:20](=[O:25])[N:19]=1, predict the reactants needed to synthesize it. The reactants are: Br[CH:2]([CH2:5][CH2:6][C:7]1[CH:12]=[CH:11][C:10]([C:13]([O:15][CH3:16])=[O:14])=[CH:9][CH:8]=1)[CH:3]=O.[NH2:17][C:18]1[N:23]=[C:22]([NH2:24])[CH:21]=[C:20]([OH:25])[N:19]=1. (4) Given the product [O:41]1[CH2:38][CH2:39][CH:40]([CH2:35][N:1]2[C:9]3[C:4](=[CH:5][CH:6]=[CH:7][CH:8]=3)[C:3]3([C:13]4=[CH:14][C:15]5[O:19][CH2:18][O:17][C:16]=5[CH:20]=[C:12]4[O:11][CH2:10]3)[C:2]2=[O:21])[CH2:32][CH2:33]1, predict the reactants needed to synthesize it. The reactants are: [NH:1]1[C:9]2[C:4](=[CH:5][CH:6]=[CH:7][CH:8]=2)[C:3]2([C:13]3=[CH:14][C:15]4[O:19][CH2:18][O:17][C:16]=4[CH:20]=[C:12]3[O:11][CH2:10]2)[C:2]1=[O:21].CC1(C)COC2=CC3OC[C:32]4(C=3C=C12)[C:40]1[C:35](=CC=[CH:38][CH:39]=1)N[C:33]4=[O:41].BrCC1CCOCC1.BrCC1OC(C(F)(F)F)=CC=1. (5) Given the product [CH3:15][C:2]1[N:16]=[C:17]2[N:22]=[CH:21][CH:20]=[CH:19][N:18]2[C:3]=1[C:5]1[CH:10]=[CH:9][C:8]([C:11]([F:14])([F:13])[F:12])=[CH:7][CH:6]=1, predict the reactants needed to synthesize it. The reactants are: Br[CH:2]([CH3:15])[C:3]([C:5]1[CH:10]=[CH:9][C:8]([C:11]([F:14])([F:13])[F:12])=[CH:7][CH:6]=1)=O.[NH2:16][C:17]1[N:22]=[CH:21][CH:20]=[CH:19][N:18]=1.